Dataset: Reaction yield outcomes from USPTO patents with 853,638 reactions. Task: Predict the reaction yield, written as a fraction of the theoretical maximum amount of product (1.0 means a 100% yield; for example, 0.34 means a 34% yield). (1) The catalyst is Br. The reactants are C[O:2][C:3]1[CH:8]=[CH:7][N:6]2[N:9]=[CH:10][C:11](C(OC)=O)=[C:5]2[CH:4]=1.[OH-].[K+]. The yield is 0.310. The product is [N:9]1[N:6]2[CH:7]=[CH:8][C:3]([OH:2])=[CH:4][C:5]2=[CH:11][CH:10]=1. (2) The reactants are [C:1]([C@H:5]1[CH2:10][CH2:9][C@H:8]([O:11][C:12]2[C:13]([F:31])=[C:14]3[C:19](=[CH:20][CH:21]=2)[CH:18]=[C:17]([CH2:22][N:23]2[CH2:26][CH:25]([C:27]([O:29]C)=[O:28])[CH2:24]2)[CH:16]=[CH:15]3)[CH2:7][CH2:6]1)([CH3:4])([CH3:3])[CH3:2].[OH-].[Na+].Cl. The catalyst is CCO. The product is [C:1]([C@H:5]1[CH2:6][CH2:7][C@H:8]([O:11][C:12]2[C:13]([F:31])=[C:14]3[C:19](=[CH:20][CH:21]=2)[CH:18]=[C:17]([CH2:22][N:23]2[CH2:26][CH:25]([C:27]([OH:29])=[O:28])[CH2:24]2)[CH:16]=[CH:15]3)[CH2:9][CH2:10]1)([CH3:4])([CH3:2])[CH3:3]. The yield is 0.780. (3) The reactants are Cl[C:2]1[C:11]([CH:12]=[O:13])=[CH:10][C:9]2[C:4](=[CH:5][C:6]([O:15][CH:16]([CH3:18])[CH3:17])=[C:7]([Cl:14])[CH:8]=2)[N:3]=1.[CH3:19][O-:20].[Na+]. The catalyst is CO.C1COCC1. The product is [Cl:14][C:7]1[CH:8]=[C:9]2[C:4](=[CH:5][C:6]=1[O:15][CH:16]([CH3:18])[CH3:17])[N:3]=[C:2]([O:20][CH3:19])[C:11]([CH:12]=[O:13])=[CH:10]2. The yield is 0.890. (4) The reactants are C(OC([C:6]1[C:14]2[CH2:13][CH2:12][N:11]([C:15]3[CH:20]=[CH:19][C:18]([N:21]4[CH2:26][CH2:25][CH2:24][CH2:23][C:22]4=[O:27])=[CH:17][CH:16]=3)[C:10](=[O:28])[C:9]=2[N:8]([C:29]2[CH:34]=[CH:33][C:32]([O:35][CH3:36])=[CH:31][CH:30]=2)[N:7]=1)=O)C.C[Mg+].[Br-]. The catalyst is C1COCC1. The product is [OH:35][C:32]([C:6]1[C:14]2[CH2:13][CH2:12][N:11]([C:15]3[CH:20]=[CH:19][C:18]([N:21]4[CH2:26][CH2:25][CH2:24][CH2:23][C:22]4=[O:27])=[CH:17][CH:16]=3)[C:10](=[O:28])[C:9]=2[N:8]([C:29]2[CH:34]=[CH:33][C:32]([O:35][CH3:36])=[CH:31][CH:30]=2)[N:7]=1)([CH3:33])[CH3:31]. The yield is 0.480. (5) The reactants are C(OC([N:8]1[CH2:13][CH2:12][CH:11]([NH:14][CH2:15][C:16]2[CH:21]=[CH:20][C:19]([Cl:22])=[CH:18][CH:17]=2)[CH2:10][CH2:9]1)=O)(C)(C)C.[CH:23](=O)[CH3:24].[BH-](OC(C)=O)(OC(C)=O)OC(C)=O.[Na+]. The catalyst is C(Cl)Cl.CC(O)=O. The yield is 0.400. The product is [Cl:22][C:19]1[CH:18]=[CH:17][C:16]([CH2:15][N:14]([CH2:23][CH3:24])[CH:11]2[CH2:10][CH2:9][NH:8][CH2:13][CH2:12]2)=[CH:21][CH:20]=1. (6) The reactants are C(N(CC)CC)C.[F:8][C:9]1[CH:14]=[CH:13][C:12]([CH3:15])=[CH:11][C:10]=1[OH:16].[C:17]1(B(O)O)[CH:22]=[CH:21][CH:20]=[CH:19][CH:18]=1. The catalyst is C([O-])(=O)C.[Cu+2].C([O-])(=O)C.C(Cl)Cl. The product is [F:8][C:9]1[CH:14]=[CH:13][C:12]([CH3:15])=[CH:11][C:10]=1[O:16][C:17]1[CH:22]=[CH:21][CH:20]=[CH:19][CH:18]=1. The yield is 0.290. (7) The reactants are [N:1]1[CH:6]=[CH:5][CH:4]=[C:3]([NH:7][C:8](=[O:15])OCC(Cl)(Cl)Cl)[N:2]=1.Cl.Cl.[F:18][C:19]1[CH:20]=[C:21]([C:25]2[CH:30]=[CH:29][N:28]=[C:27]([N:31]3[CH2:36][CH2:35][NH:34][CH2:33][CH2:32]3)[N:26]=2)[CH:22]=[CH:23][CH:24]=1. The catalyst is O1CCCC1.CCCCCC. The product is [F:18][C:19]1[CH:20]=[C:21]([C:25]2[CH:30]=[CH:29][N:28]=[C:27]([N:31]3[CH2:36][CH2:35][N:34]([C:8]([NH:7][C:3]4[N:2]=[N:1][CH:6]=[CH:5][CH:4]=4)=[O:15])[CH2:33][CH2:32]3)[N:26]=2)[CH:22]=[CH:23][CH:24]=1. The yield is 0.800. (8) The reactants are [C:1]([NH2:9])([CH2:4][C:5]([CH3:8])([CH3:7])[CH3:6])([CH3:3])[CH3:2].C(N(CC)CC)C.[N+:17]([C:20]1[CH:28]=[CH:27][C:23]([C:24](Cl)=[O:25])=[CH:22][CH:21]=1)([O-:19])=[O:18]. The catalyst is ClC(Cl)C. The product is [N+:17]([C:20]1[CH:21]=[CH:22][C:23]([C:24]([NH:9][C:1]([CH2:4][C:5]([CH3:8])([CH3:7])[CH3:6])([CH3:3])[CH3:2])=[O:25])=[CH:27][CH:28]=1)([O-:19])=[O:18]. The yield is 0.760. (9) The reactants are [C:1]([O:5][C:6]([N:8]1[CH2:13][CH2:12][O:11][CH:10]([C:14]2[CH:19]=[CH:18][C:17]([N:20]=C(C3C=CC=CC=3)C3C=CC=CC=3)=[C:16]([F:34])[CH:15]=2)[CH2:9]1)=[O:7])([CH3:4])([CH3:3])[CH3:2].C([O-])=O.[NH4+]. The catalyst is CO. The product is [C:1]([O:5][C:6]([N:8]1[CH2:13][CH2:12][O:11][CH:10]([C:14]2[CH:19]=[CH:18][C:17]([NH2:20])=[C:16]([F:34])[CH:15]=2)[CH2:9]1)=[O:7])([CH3:4])([CH3:2])[CH3:3]. The yield is 0.740. (10) The reactants are [CH3:1][O:2][CH2:3][C@@H:4]1[CH2:8][N:7]([C:9]([O:11][C:12]([CH3:15])([CH3:14])[CH3:13])=[O:10])[C@H:6]([C:16]([O:18]C)=[O:17])[CH2:5]1.[Li+].[OH-].Cl. The catalyst is C1COCC1.CO. The product is [C:12]([O:11][C:9]([N:7]1[CH2:8][C@@H:4]([CH2:3][O:2][CH3:1])[CH2:5][C@H:6]1[C:16]([OH:18])=[O:17])=[O:10])([CH3:15])([CH3:13])[CH3:14]. The yield is 0.990.